This data is from Reaction yield outcomes from USPTO patents with 853,638 reactions. The task is: Predict the reaction yield, written as a fraction of the theoretical maximum amount of product (1.0 means a 100% yield; for example, 0.34 means a 34% yield). (1) The reactants are O=S(Cl)[Cl:3].[Cl:5][C:6]1[CH:14]=[CH:13][C:12]([S:15]([CH3:18])(=[O:17])=[O:16])=[CH:11][C:7]=1[C:8](O)=[O:9]. The catalyst is CN(C=O)C.C1(C)C=CC=CC=1. The product is [Cl:5][C:6]1[CH:14]=[CH:13][C:12]([S:15]([CH3:18])(=[O:17])=[O:16])=[CH:11][C:7]=1[C:8]([Cl:3])=[O:9]. The yield is 0.990. (2) The reactants are [CH3:1][N:2]1[C:6]([CH2:7][OH:8])=[C:5]([C:9]2[CH:14]=[CH:13][CH:12]=[CH:11][CH:10]=2)[N:4]=[N:3]1.[H-].[Na+].Cl[C:18]1[CH:27]=[CH:26][C:21]([C:22]([O:24][CH3:25])=[O:23])=[CH:20][N:19]=1.O. The catalyst is C1COCC1. The product is [CH3:25][O:24][C:22](=[O:23])[C:21]1[CH:26]=[CH:27][C:18]([O:8][CH2:7][C:6]2[N:2]([CH3:1])[N:3]=[N:4][C:5]=2[C:9]2[CH:14]=[CH:13][CH:12]=[CH:11][CH:10]=2)=[N:19][CH:20]=1. The yield is 0.630.